This data is from Catalyst prediction with 721,799 reactions and 888 catalyst types from USPTO. The task is: Predict which catalyst facilitates the given reaction. (1) Reactant: [CH3:1][O:2][C:3]1[C:4]2[C:15]([C:16]3[CH:21]=[CH:20][CH:19]=[CH:18][CH:17]=3)=[C:14]([C:22]3[CH:27]=[CH:26][C:25]([C:28]4([NH:32][C:33](=[O:39])[O:34][C:35]([CH3:38])([CH3:37])[CH3:36])[CH2:31][CH2:30][CH2:29]4)=[CH:24][CH:23]=3)[O:13][C:5]=2[N:6]=[C:7](S(C)(=O)=O)[N:8]=1.[CH2:40]([NH2:43])[CH2:41][NH2:42]. Product: [NH2:42][CH2:41][CH2:40][NH:43][C:7]1[N:8]=[C:3]([O:2][CH3:1])[C:4]2[C:15]([C:16]3[CH:21]=[CH:20][CH:19]=[CH:18][CH:17]=3)=[C:14]([C:22]3[CH:27]=[CH:26][C:25]([C:28]4([NH:32][C:33](=[O:39])[O:34][C:35]([CH3:38])([CH3:37])[CH3:36])[CH2:31][CH2:30][CH2:29]4)=[CH:24][CH:23]=3)[O:13][C:5]=2[N:6]=1. The catalyst class is: 735. (2) Reactant: [CH2:1]([S:5]([O-:8])(=[O:7])=[O:6])[CH2:2][CH2:3][CH3:4].[CH2:9]1[S:14](=[O:16])(=[O:15])[O:13][CH2:12][CH2:11][CH2:10]1.[C:17]1([CH:24]=[CH:23][C:21]([OH:22])=[CH:20][CH:19]=1)[OH:18].[OH-].[Na+:26]. Product: [C:21]1([O:22][CH2:12][CH2:11][CH2:10][CH2:9][S:14]([O-:13])(=[O:16])=[O:15])[CH:23]=[CH:24][C:17]([O:18][CH2:4][CH2:3][CH2:2][CH2:1][S:5]([O-:8])(=[O:7])=[O:6])=[CH:19][CH:20]=1.[Na+:26].[Na+:26]. The catalyst class is: 12. (3) Reactant: [N:1]1([C:6]2[CH:26]=[CH:25][C:9]([CH2:10][C:11]3[C:12]([CH3:24])=[C:13]([F:23])[C:14]([CH:21]=O)=[C:15]([CH:20]=3)[C:16](OC)=[O:17])=[CH:8][CH:7]=2)[CH:5]=[CH:4][CH:3]=[N:2]1.[NH2:27][C@@H:28]1[C@@H:33]([OH:34])[CH2:32][CH2:31][O:30][CH2:29]1.S([O-])([O-])(=O)=O.[Mg+2]. Product: [F:23][C:13]1[C:12]([CH3:24])=[C:11]([CH2:10][C:9]2[CH:8]=[CH:7][C:6]([N:1]3[CH:5]=[CH:4][CH:3]=[N:2]3)=[CH:26][CH:25]=2)[CH:20]=[C:15]2[C:14]=1[CH2:21][N:27]([C@@H:28]1[C@@H:33]([OH:34])[CH2:32][CH2:31][O:30][CH2:29]1)[C:16]2=[O:17]. The catalyst class is: 219. (4) Reactant: [N:1]([C:4]1[CH:5]=[C:6]([CH2:14][OH:15])[CH:7]=[CH:8][C:9]=1[O:10][CH2:11][C:12]#[CH:13])=[N+:2]=[N-:3].[Cr](Cl)([O-])(=O)=O.[NH+]1C=CC=CC=1.CCOC(C)=O. Product: [N:1]([C:4]1[CH:5]=[C:6]([CH:7]=[CH:8][C:9]=1[O:10][CH2:11][C:12]#[CH:13])[CH:14]=[O:15])=[N+:2]=[N-:3]. The catalyst class is: 635. (5) Reactant: FC(F)(F)S(O[C:7]1[CH:12]=[CH:11][C:10]([Cl:13])=[C:9]([NH:14][C@@H:15]([C:17]2[CH:22]=[CH:21][C:20]([Cl:23])=[CH:19][C:18]=2[Cl:24])[CH3:16])[CH:8]=1)(=O)=O.[B:27]1([B:27]2[O:31][C:30]([CH3:33])([CH3:32])[C:29]([CH3:35])([CH3:34])[O:28]2)[O:31][C:30]([CH3:33])([CH3:32])[C:29]([CH3:35])([CH3:34])[O:28]1.C([O-])(=O)C.[K+]. Product: [Cl:13][C:10]1[CH:11]=[CH:12][C:7]([B:27]2[O:31][C:30]([CH3:33])([CH3:32])[C:29]([CH3:35])([CH3:34])[O:28]2)=[CH:8][C:9]=1[NH:14][C@@H:15]([C:17]1[CH:22]=[CH:21][C:20]([Cl:23])=[CH:19][C:18]=1[Cl:24])[CH3:16]. The catalyst class is: 140. (6) Reactant: [NH2:1]/[C:2](=[N:19]\[O:20][C:21]([C:23]1[CH:28]=[CH:27][C:26]([C:29]2[CH:34]=[CH:33][CH:32]=[CH:31][C:30]=2[CH3:35])=[C:25]([C:36]([F:39])([F:38])[F:37])[CH:24]=1)=O)/[C:3]1[CH:8]=[CH:7][C:6]([C@H:9]([NH:11][C:12](=[O:18])[O:13][C:14]([CH3:17])([CH3:16])[CH3:15])[CH3:10])=[CH:5][CH:4]=1. The catalyst class is: 11. Product: [CH3:35][C:30]1[CH:31]=[CH:32][CH:33]=[CH:34][C:29]=1[C:26]1[CH:27]=[CH:28][C:23]([C:21]2[O:20][N:19]=[C:2]([C:3]3[CH:4]=[CH:5][C:6]([C@H:9]([NH:11][C:12](=[O:18])[O:13][C:14]([CH3:16])([CH3:17])[CH3:15])[CH3:10])=[CH:7][CH:8]=3)[N:1]=2)=[CH:24][C:25]=1[C:36]([F:39])([F:37])[F:38]. (7) Reactant: [NH2:1][C:2]1[N:3]=[C:4]([Cl:28])[C:5]2=[C:6]([N:8]([CH2:21][C:22]3[CH:23]=[N:24][CH:25]=[CH:26][CH:27]=3)[C:9](=[O:20])/[C:10]/2=[CH:11]\[C:12]2[NH:16][CH:15]=[C:14]([C:17](O)=[O:18])[CH:13]=2)[N:7]=1.[CH2:29]([N:31]([CH2:35][CH3:36])[CH2:32][CH2:33][NH2:34])[CH3:30].F[P-](F)(F)(F)(F)F.N1(O[P+](N(C)C)(N(C)C)N(C)C)C2C=CC=CC=2N=N1.CCN(C(C)C)C(C)C. Product: [NH2:1][C:2]1[N:3]=[C:4]([Cl:28])[C:5]2=[C:6]([N:8]([CH2:21][C:22]3[CH:23]=[N:24][CH:25]=[CH:26][CH:27]=3)[C:9](=[O:20])/[C:10]/2=[CH:11]\[C:12]2[NH:16][CH:15]=[C:14]([C:17]([NH:34][CH2:33][CH2:32][N:31]([CH2:35][CH3:36])[CH2:29][CH3:30])=[O:18])[CH:13]=2)[N:7]=1. The catalyst class is: 1. (8) Reactant: [N+:1]([C:4]1[N:5]=[CH:6][N:7]([CH2:9][C:10]([F:13])([F:12])[F:11])[CH:8]=1)([O-])=O. Product: [F:13][C:10]([F:11])([F:12])[CH2:9][N:7]1[CH:8]=[C:4]([NH2:1])[N:5]=[CH:6]1. The catalyst class is: 29. (9) Reactant: [CH:1]1([CH2:6][CH2:7][C:8]([NH:10][C:11]2[C:16]([CH2:17][CH3:18])=[CH:15][CH:14]=[C:13]([N+:19]([O-])=O)[C:12]=2[CH2:22][CH3:23])=[O:9])[CH2:5][CH2:4][CH2:3][CH2:2]1. Product: [NH2:19][C:13]1[C:12]([CH2:22][CH3:23])=[C:11]([NH:10][C:8](=[O:9])[CH2:7][CH2:6][CH:1]2[CH2:5][CH2:4][CH2:3][CH2:2]2)[C:16]([CH2:17][CH3:18])=[CH:15][CH:14]=1. The catalyst class is: 94. (10) Reactant: [CH2:1]([C:3]([CH2:10][CH3:11])([C:7]([OH:9])=[O:8])[C:4]([OH:6])=[O:5])[CH3:2].[OH-].[Na+].[N+]([O-])(O)=O.[N+]([O-])([O-])=O.[Ag+:22]. Product: [CH2:10]([C:3]([CH2:1][CH3:2])([C:7]([O-:9])=[O:8])[C:4]([O-:6])=[O:5])[CH3:11].[Ag+2:22]. The catalyst class is: 24.